This data is from Catalyst prediction with 721,799 reactions and 888 catalyst types from USPTO. The task is: Predict which catalyst facilitates the given reaction. (1) Reactant: [Br:1][CH2:2][C:3](=[O:18])[CH2:4][C@@H:5]1[CH2:10][CH2:9][CH2:8][CH2:7][N:6]1[C:11]([O:13][C:14]([CH3:17])([CH3:16])[CH3:15])=[O:12].CC1C(N)=NC=C(C)N=1.[CH3:28][C:29]1[N:30]=[C:31]([CH3:45])[C:32]2[N:33]([CH:35]=[C:36]([CH2:38][C@@H:39]3[CH2:44][CH2:43][CH2:42][CH2:41][NH:40]3)[N:37]=2)[CH:34]=1.[CH3:46][C:47]1[S:48][C:49]([C:55]2[CH:60]=[CH:59][CH:58]=[CH:57][CH:56]=2)=[C:50]([C:52](O)=[O:53])[N:51]=1.C(Cl)(=O)C(Cl)=O. Product: [CH3:28][C:29]1[N:30]=[C:31]([CH3:45])[C:32]2[N:33]([CH:35]=[C:36]([CH2:38][C@@H:39]3[CH2:44][CH2:43][CH2:42][CH2:41][N:40]3[C:52]([C:50]3[N:51]=[C:47]([CH3:46])[S:48][C:49]=3[C:55]3[CH:56]=[CH:57][CH:58]=[CH:59][CH:60]=3)=[O:53])[N:37]=2)[CH:34]=1.[Br:1][CH2:2][C:3](=[O:18])[CH2:4][C@@H:5]1[CH2:10][CH2:9][CH2:8][CH2:7][N:6]1[C:11]([O:13][C:14]([CH3:16])([CH3:15])[CH3:17])=[O:12]. The catalyst class is: 85. (2) Reactant: [N:1]1([C:6]2[N:7]=[N:8][C:9]([CH:12]=[CH2:13])=[CH:10][CH:11]=2)[CH:5]=[N:4][N:3]=[N:2]1.[CH3:14][C:15]1[C:19](=[O:20])[O:18][CH2:17][C:16]=1[N:21]1[CH2:25][CH2:24][C:23]2([CH2:30][CH2:29][NH:28][CH2:27][CH2:26]2)[C:22]1=[O:31].C1C=CC(P(C2C(OC3C(P(C4C=CC=CC=4)C4C=CC=CC=4)=CC=CC=3)=CC=CC=2)C2C=CC=CC=2)=CC=1.N#N. Product: [N:1]1([C:6]2[N:7]=[N:8][C:9]([CH2:12][CH2:13][N:28]3[CH2:29][CH2:30][C:23]4([C:22](=[O:31])[N:21]([C:16]5[CH2:17][O:18][C:19](=[O:20])[C:15]=5[CH3:14])[CH2:25][CH2:24]4)[CH2:26][CH2:27]3)=[CH:10][CH:11]=2)[CH:5]=[N:4][N:3]=[N:2]1. The catalyst class is: 11. (3) Reactant: [Cl:1][C:2]1[CH:34]=[CH:33][C:5]([O:6][C:7]2[CH:12]=[CH:11][C:10]([N:13]3[CH:17]=[C:16]([C:18]4[CH:23]=[CH:22][C:21]([O:24][CH2:25][C@H:26]5[CH2:28][O:27]5)=[CH:20][CH:19]=4)[N:15]=[C:14]3[CH2:29][O:30][CH2:31][CH3:32])=[CH:9][CH:8]=2)=[CH:4][CH:3]=1.[CH3:35][NH2:36]. Product: [Cl:1][C:2]1[CH:34]=[CH:33][C:5]([O:6][C:7]2[CH:12]=[CH:11][C:10]([N:13]3[CH:17]=[C:16]([C:18]4[CH:19]=[CH:20][C:21]([O:24][CH2:25][C@H:26]([OH:27])[CH2:28][NH:36][CH3:35])=[CH:22][CH:23]=4)[N:15]=[C:14]3[CH2:29][O:30][CH2:31][CH3:32])=[CH:9][CH:8]=2)=[CH:4][CH:3]=1. The catalyst class is: 5. (4) Reactant: C([O:3][CH:4](OCC)[CH2:5][N:6]1[C:14](=[O:15])[C:13]2[C:8](=[CH:9][CH:10]=[CH:11][CH:12]=2)[C:7]1=[O:16])C.Cl. Product: [O:16]=[C:7]1[C:8]2[C:13](=[CH:12][CH:11]=[CH:10][CH:9]=2)[C:14](=[O:15])[N:6]1[CH2:5][CH:4]=[O:3]. The catalyst class is: 1. (5) Reactant: [CH2:1]([N:3]1[C:7]2[N:8]=[C:9]([C:18]3[CH:23]=[CH:22][C:21]([NH:24][C:25]([NH:27][C:28]4[CH:36]=[CH:35][C:31]([C:32]([OH:34])=O)=[CH:30][CH:29]=4)=[O:26])=[CH:20][CH:19]=3)[N:10]=[C:11]([N:12]3[CH2:17][CH2:16][O:15][CH2:14][CH2:13]3)[C:6]=2[N:5]=[N:4]1)[CH3:2].[NH2:37][CH2:38][CH:39]1[CH2:43][CH2:42][CH2:41][N:40]1[CH2:44][CH3:45].[CH3:46]CN(CC)CC.C1C=CC2N(O)N=NC=2C=1.CCN=C=NCCCN(C)C. Product: [CH2:1]([N:3]1[C:7]2[N:8]=[C:9]([C:18]3[CH:19]=[CH:20][C:21]([NH:24][C:25]([NH:27][C:28]4[CH:36]=[CH:35][C:31]([C:32]([NH:37][CH2:38][CH:39]5[CH2:43][CH2:42][CH2:41][N:40]5[CH2:44][CH3:45])=[O:34])=[CH:30][CH:29]=4)=[O:26])=[CH:22][CH:23]=3)[N:10]=[C:11]([N:12]3[CH2:17][CH2:16][O:15][CH2:14][CH2:13]3)[C:6]=2[N:5]=[N:4]1)[CH3:2].[CH3:46][C:42]1([CH3:43])[NH:37][CH2:38][CH2:39][N:40]([C:32]([C:31]2[CH:35]=[CH:36][C:28]([NH:27][C:25]([NH:24][C:21]3[CH:22]=[CH:23][C:18]([C:9]4[N:10]=[C:11]([N:12]5[CH2:17][CH2:16][O:15][CH2:14][CH2:13]5)[C:6]5[N:5]=[N:4][N:3]([CH2:1][CH3:2])[C:7]=5[N:8]=4)=[CH:19][CH:20]=3)=[O:26])=[CH:29][CH:30]=2)=[O:34])[CH2:41]1. The catalyst class is: 1.